From a dataset of Catalyst prediction with 721,799 reactions and 888 catalyst types from USPTO. Predict which catalyst facilitates the given reaction. (1) Reactant: [O:1]([C:8]1[CH:13]=[CH:12][C:11]([C:14]2[C:22]3[C:17](=[N:18][CH:19]=[N:20][C:21]=3[NH2:23])[N:16]([CH:24]3[CH2:29][CH2:28][NH:27][CH2:26][CH2:25]3)[N:15]=2)=[CH:10][CH:9]=1)[C:2]1[CH:7]=[CH:6][CH:5]=[CH:4][CH:3]=1.C(=O)([O-])[O-].[K+].[K+].Cl[CH2:37][C:38](Cl)=[O:39].[CH2:41]([CH2:43][NH2:44])[OH:42]. Product: [NH2:23][C:21]1[N:20]=[CH:19][N:18]=[C:17]2[N:16]([CH:24]3[CH2:29][CH2:28][N:27]([C:38](=[O:39])[CH2:37][NH:44][CH2:43][CH2:41][OH:42])[CH2:26][CH2:25]3)[N:15]=[C:14]([C:11]3[CH:10]=[CH:9][C:8]([O:1][C:2]4[CH:7]=[CH:6][CH:5]=[CH:4][CH:3]=4)=[CH:13][CH:12]=3)[C:22]=12. The catalyst class is: 9. (2) Reactant: [S:1]1[C:5]2[CH:6]=[CH:7][CH:8]=[CH:9][C:4]=2[C:3]([CH2:10][C@H:11]([C:13]2[NH:14][CH:15]=[C:16]([C:18]3[CH:23]=[CH:22][CH:21]=[CH:20][CH:19]=3)[N:17]=2)[NH2:12])=[CH:2]1.[CH3:24][CH2:25][CH2:26][CH2:27][C:28](=O)[CH2:29][CH2:30][CH2:31][CH3:32]. Product: [CH2:27]([C:28]1([CH2:29][CH2:30][CH2:31][CH3:32])[C:2]2[S:1][C:5]3[CH:6]=[CH:7][CH:8]=[CH:9][C:4]=3[C:3]=2[CH2:10][C@H:11]([C:13]2[NH:14][CH:15]=[C:16]([C:18]3[CH:23]=[CH:22][CH:21]=[CH:20][CH:19]=3)[N:17]=2)[NH:12]1)[CH2:26][CH2:25][CH3:24]. The catalyst class is: 51. (3) Reactant: [CH2:1]([N:3]([CH2:16][CH3:17])[S:4]([C:7]1[CH:11]=[CH:10][S:9][C:8]=1[C:12]([O:14]C)=[O:13])(=[O:6])=[O:5])[CH3:2].[OH-].[Na+].Cl. Product: [CH2:16]([N:3]([CH2:1][CH3:2])[S:4]([C:7]1[CH:11]=[CH:10][S:9][C:8]=1[C:12]([OH:14])=[O:13])(=[O:5])=[O:6])[CH3:17]. The catalyst class is: 5. (4) Reactant: [CH3:1][O:2][CH2:3][CH2:4][CH2:5][C:6]1[CH:11]=[CH:10][CH:9]=[CH:8][C:7]=1[C:12]1[CH:17]=[CH:16][C:15]([C@H:18]2[C@H:23]([C:24]3[CH:29]=[CH:28][CH:27]=[CH:26][CH:25]=3)[CH2:22][C:21](=O)[NH:20][C:19]2=O)=[C:14]([CH3:32])[CH:13]=1.C(Cl)Cl. Product: [CH3:1][O:2][CH2:3][CH2:4][CH2:5][C:6]1[CH:11]=[CH:10][CH:9]=[CH:8][C:7]=1[C:12]1[CH:17]=[CH:16][C:15]([C@H:18]2[C@H:23]([C:24]3[CH:29]=[CH:28][CH:27]=[CH:26][CH:25]=3)[CH2:22][CH2:21][NH:20][CH2:19]2)=[C:14]([CH3:32])[CH:13]=1. The catalyst class is: 5.